Dataset: Forward reaction prediction with 1.9M reactions from USPTO patents (1976-2016). Task: Predict the product of the given reaction. (1) Given the reactants [CH2:1]([C:8]1[CH:12]=[C:11](N2CCCCC2)[N:10]([CH2:19][CH3:20])[N:9]=1)[C:2]1[CH:7]=[CH:6][CH:5]=[CH:4][CH:3]=1.[ClH:21].[C:22]([Cl:25])(=O)[CH3:23], predict the reaction product. The product is: [ClH:25].[ClH:21].[CH2:1]([C:8]1[CH:12]=[C:11]([CH:23]2[CH2:22][CH2:19][NH:10][CH2:11][CH2:12]2)[N:10]([CH2:19][CH3:20])[N:9]=1)[C:2]1[CH:3]=[CH:4][CH:5]=[CH:6][CH:7]=1. (2) Given the reactants [Cl:1][C:2]1[CH:7]=[CH:6][C:5]([O:8][CH2:9][CH2:10][O:11][CH3:12])=[CH:4][C:3]=1[CH3:13].C1C(=O)N([Br:21])C(=O)C1.C(OOC(=O)C1C=CC=CC=1)(=O)C1C=CC=CC=1, predict the reaction product. The product is: [Br:21][CH2:13][C:3]1[CH:4]=[C:5]([O:8][CH2:9][CH2:10][O:11][CH3:12])[CH:6]=[CH:7][C:2]=1[Cl:1]. (3) Given the reactants [CH3:1][C:2]1[CH:7]=[N:6][CH:5]=[CH:4][N:3]=1.C([N-]C(C)C)(C)C.[Li+].[N:16]1([CH2:21][CH2:22][CH2:23][O:24][C:25]2[CH:30]=[CH:29][C:28]([C:31]3([C:37]#[N:38])[CH2:36][CH2:35][O:34][CH2:33][CH2:32]3)=[CH:27][CH:26]=2)[CH2:20][CH2:19][CH2:18][CH2:17]1.O, predict the reaction product. The product is: [N:16]1([CH2:21][CH2:22][CH2:23][O:24][C:25]2[CH:30]=[CH:29][C:28]([C:31]3([C:37]4[NH:38][C:7]5=[N:6][CH:5]=[CH:4][N:3]=[C:2]5[CH:1]=4)[CH2:32][CH2:33][O:34][CH2:35][CH2:36]3)=[CH:27][CH:26]=2)[CH2:20][CH2:19][CH2:18][CH2:17]1. (4) The product is: [CH3:1][N:2]1[C:10]2[S:9][CH:8]=[C:7]([CH2:38][C:39]([NH:31][C:28]3[S:29][CH:30]=[C:26]([C:17]4[CH:18]=[CH:19][CH:20]=[C:21]([C:22]([F:23])([F:25])[F:24])[C:16]=4[F:15])[N:27]=3)=[O:53])[C:6]=2[C:5](=[O:12])[N:4]([CH3:13])[C:3]1=[O:14]. Given the reactants [CH3:1][N:2]1[C:7]2=[CH:8][S:9][C:10](C)=[C:6]2[C:5](=[O:12])[N:4]([CH3:13])[C:3]1=[O:14].[F:15][C:16]1[C:21]([C:22]([F:25])([F:24])[F:23])=[CH:20][CH:19]=[CH:18][C:17]=1[C:26]1[N:27]=[C:28]([NH2:31])[S:29][CH:30]=1.CCN=C=NC[CH2:38][CH2:39]N(C)C.Cl.C1C=CC2N([OH:53])N=NC=2C=1, predict the reaction product. (5) Given the reactants N#N.Cl.[F:4][C@@H:5]1[CH2:9][CH2:8][NH:7][CH2:6]1.Br[CH2:11][CH2:12][CH2:13][C:14]#[N:15].C([O-])([O-])=O.[K+].[K+], predict the reaction product. The product is: [F:4][C@@H:5]1[CH2:9][CH2:8][N:7]([CH2:11][CH2:12][CH2:13][CH2:14][NH2:15])[CH2:6]1.